Dataset: Catalyst prediction with 721,799 reactions and 888 catalyst types from USPTO. Task: Predict which catalyst facilitates the given reaction. (1) Reactant: [Mg].Br[C:3]1[CH:4]=[C:5]([O:9][CH3:10])[CH:6]=[CH:7][CH:8]=1.[F:11][C:12]([F:22])([F:21])[C:13](N1CCCCC1)=[O:14].[Cl-].[NH4+]. Product: [F:11][C:12]([F:22])([F:21])[C:13]([C:3]1[CH:8]=[CH:7][CH:6]=[C:5]([O:9][CH3:10])[CH:4]=1)=[O:14]. The catalyst class is: 1. (2) Reactant: [Cl:1][C:2]1[CH:3]=[C:4]([NH:9][NH2:10])[CH:5]=[C:6]([Cl:8])[CH:7]=1.[OH:11][C:12]1[CH:24]=[CH:23][C:15]([C:16]([CH2:18][C:19](OC)=[O:20])=O)=[CH:14][CH:13]=1. Product: [Cl:1][C:2]1[CH:3]=[C:4]([N:9]2[C:19](=[O:20])[CH2:18][C:16]([C:15]3[CH:14]=[CH:13][C:12]([OH:11])=[CH:24][CH:23]=3)=[N:10]2)[CH:5]=[C:6]([Cl:8])[CH:7]=1. The catalyst class is: 8. (3) Reactant: [CH:1]1([NH2:4])[CH2:3][CH2:2]1.Br[CH:6]([C:12]([O:14][CH2:15][CH3:16])=[O:13])[C:7]([O:9][CH2:10][CH3:11])=[O:8]. Product: [CH2:10]([O:9][C:7](=[O:8])[CH:6]([NH:4][CH:1]1[CH2:3][CH2:2]1)[C:12]([O:14][CH2:15][CH3:16])=[O:13])[CH3:11]. The catalyst class is: 10. (4) Reactant: Br[C:2]1[CH:3]=[C:4]2[C:8](=[CH:9][C:10]=1[C:11]#[N:12])[N:7]([CH3:13])[C:6](=[O:14])[CH2:5]2.[N:15]1[CH:20]=[CH:19][CH:18]=[C:17](B(O)O)[CH:16]=1.COCCOC.C(=O)([O-])[O-].[Na+].[Na+]. Product: [CH3:13][N:7]1[C:8]2[C:4](=[CH:3][C:2]([C:17]3[CH:16]=[N:15][CH:20]=[CH:19][CH:18]=3)=[C:10]([C:11]#[N:12])[CH:9]=2)[CH2:5][C:6]1=[O:14]. The catalyst class is: 668. (5) Reactant: [CH3:1][O:2][C:3](=[O:13])[C:4]1[CH:9]=[C:8]([I:10])[C:7]([CH3:11])=[C:6]([NH2:12])[CH:5]=1.[N+:14]([O-])(OCCC(C)C)=O. Product: [CH3:1][O:2][C:3]([C:4]1[CH:5]=[C:6]2[C:7]([CH:11]=[N:14][NH:12]2)=[C:8]([I:10])[CH:9]=1)=[O:13]. The catalyst class is: 15.